The task is: Predict the reactants needed to synthesize the given product.. This data is from Full USPTO retrosynthesis dataset with 1.9M reactions from patents (1976-2016). (1) Given the product [C:1]([C:3]1[CH:4]=[N:5][C:6]2[C:11]([C:12]=1[OH:13])=[C:10]([O:22][CH:19]1[CH2:20][CH2:21][O:16][CH2:17][CH2:18]1)[CH:9]=[C:8]([F:15])[CH:7]=2)#[N:2], predict the reactants needed to synthesize it. The reactants are: [C:1]([C:3]1[CH:4]=[N:5][C:6]2[C:11]([C:12]=1[OH:13])=[C:10](F)[CH:9]=[C:8]([F:15])[CH:7]=2)#[N:2].[O:16]1[CH2:21][CH2:20][CH:19]([OH:22])[CH2:18][CH2:17]1.CC(C)([O-])C.[K+].C(O)(=O)C. (2) Given the product [C:5]([C:8]1[C:22]([N+:1]([O-:4])=[O:2])=[CH:21][C:11]([O:12][CH2:13][CH2:14][CH2:15][C:16]([O:18][CH2:19][CH3:20])=[O:17])=[C:10]([O:23][CH3:24])[CH:9]=1)(=[O:7])[CH3:6], predict the reactants needed to synthesize it. The reactants are: [N+:1]([O-:4])(O)=[O:2].[C:5]([C:8]1[CH:22]=[CH:21][C:11]([O:12][CH2:13][CH2:14][CH2:15][C:16]([O:18][CH2:19][CH3:20])=[O:17])=[C:10]([O:23][CH3:24])[CH:9]=1)(=[O:7])[CH3:6]. (3) The reactants are: [Br:1][C:2]1[CH:3]=[C:4]([CH:8]=[C:9](Br)[CH:10]=1)[C:5]([OH:7])=[O:6].[CH3:12][O-:13].[Na+].CO.Cl. Given the product [Br:1][C:2]1[CH:3]=[C:4]([CH:8]=[C:9]([O:13][CH3:12])[CH:10]=1)[C:5]([OH:7])=[O:6], predict the reactants needed to synthesize it. (4) The reactants are: [OH-].[K+].N(CN[C:7](N)=[O:8])=O.[CH2:10]([O:12]CC)C.[C:15]([O:19][C:20](=[O:42])[NH:21][C@@H:22]1[CH2:27][CH2:26][CH2:25][N:24]([C:28]2[C:33]([N+:34]([O-:36])=[O:35])=[C:32]([NH:37][CH3:38])[N:31]=[C:30](OC=O)[CH:29]=2)[CH2:23]1)([CH3:18])([CH3:17])[CH3:16]. Given the product [C:15]([O:19][C:20](=[O:42])[NH:21][C@@H:22]1[CH2:27][CH2:26][CH2:25][N:24]([C:28]2[C:33]([N+:34]([O-:36])=[O:35])=[C:32]([NH:37][CH3:38])[N:31]=[C:30]([C:10]([O:8][CH3:7])=[O:12])[CH:29]=2)[CH2:23]1)([CH3:16])([CH3:17])[CH3:18], predict the reactants needed to synthesize it. (5) The reactants are: [CH2:1]([O:8][C:9]1[C:10]([O:17][CH3:18])=[C:11]([CH:14]=[CH:15][CH:16]=1)[CH:12]=O)[C:2]1[CH:7]=[CH:6][CH:5]=[CH:4][CH:3]=1.[N+:19]([CH3:22])([O-:21])=[O:20].C([O-])(=O)C.[NH4+]. Given the product [CH2:1]([O:8][C:9]1[CH:16]=[CH:15][CH:14]=[C:11]([CH:12]=[CH:22][N+:19]([O-:21])=[O:20])[C:10]=1[O:17][CH3:18])[C:2]1[CH:7]=[CH:6][CH:5]=[CH:4][CH:3]=1, predict the reactants needed to synthesize it. (6) The reactants are: [Cl:1][C:2]1[N:7]=[C:6]([C:8]2[NH:9][C:10]3[C:15]([CH:16]=2)=[C:14]([F:17])[CH:13]=[CH:12][CH:11]=3)[C:5]([NH2:18])=[CH:4][CH:3]=1.[CH2:19](OC(OCC)OCC)C.Cl.O1CCOCC1. Given the product [Cl:1][C:2]1[CH:3]=[CH:4][C:5]2[N:18]=[CH:19][N:9]3[C:10]4[CH:11]=[CH:12][CH:13]=[C:14]([F:17])[C:15]=4[CH:16]=[C:8]3[C:6]=2[N:7]=1, predict the reactants needed to synthesize it. (7) The reactants are: [CH:1]1([N:4]2[CH2:9][CH2:8][N:7]([C:10]3[S:11][C:12]4[CH:18]=[C:17]([NH:19]C(=O)C)[CH:16]=[CH:15][C:13]=4[N:14]=3)[CH2:6][CH2:5]2)[CH2:3][CH2:2]1.Cl.[OH-].[Na+]. Given the product [CH:1]1([N:4]2[CH2:5][CH2:6][N:7]([C:10]3[S:11][C:12]4[CH:18]=[C:17]([NH2:19])[CH:16]=[CH:15][C:13]=4[N:14]=3)[CH2:8][CH2:9]2)[CH2:3][CH2:2]1, predict the reactants needed to synthesize it. (8) Given the product [CH3:19][O:20][CH2:21][CH2:22][N:23]([CH2:25][C:26]1[CH:27]=[CH:28][C:29]([C:30]([NH:12][C:10]2[O:11][C:7]3[C:6]([C:13]4[CH:14]=[CH:15][CH:16]=[CH:17][CH:18]=4)=[CH:5][CH:4]=[C:3]([O:2][CH3:1])[C:8]=3[N:9]=2)=[O:31])=[CH:33][CH:34]=1)[CH3:24], predict the reactants needed to synthesize it. The reactants are: [CH3:1][O:2][C:3]1[C:8]2[N:9]=[C:10]([NH2:12])[O:11][C:7]=2[C:6]([C:13]2[CH:18]=[CH:17][CH:16]=[CH:15][CH:14]=2)=[CH:5][CH:4]=1.[CH3:19][O:20][CH2:21][CH2:22][N:23]([CH2:25][C:26]1[CH:34]=[CH:33][C:29]([C:30](Cl)=[O:31])=[CH:28][CH:27]=1)[CH3:24].C(N(CC)CC)C. (9) Given the product [F:2][C:3]([F:7])([CH3:6])[CH2:4][NH:5][C:13]([N:25]1[CH2:24][C@H:23]([C:27]2[N:31]3[C:32]4[CH:38]=[CH:37][N:36]([S:39]([C:42]5[CH:43]=[CH:44][C:45]([CH3:46])=[CH:47][CH:48]=5)(=[O:40])=[O:41])[C:33]=4[N:34]=[CH:35][C:30]3=[N:29][CH:28]=2)[C@H:22]([CH2:20][CH3:21])[CH2:26]1)=[O:14], predict the reactants needed to synthesize it. The reactants are: Cl.[F:2][C:3]([F:7])([CH3:6])[CH2:4][NH2:5].C1N=CN([C:13](N2C=NC=C2)=[O:14])C=1.[CH2:20]([C@@H:22]1[CH2:26][NH:25][CH2:24][C@@H:23]1[C:27]1[N:31]2[C:32]3[CH:38]=[CH:37][N:36]([S:39]([C:42]4[CH:48]=[CH:47][C:45]([CH3:46])=[CH:44][CH:43]=4)(=[O:41])=[O:40])[C:33]=3[N:34]=[CH:35][C:30]2=[N:29][CH:28]=1)[CH3:21].C([O-])(O)=O.[Na+].